This data is from Peptide-MHC class I binding affinity with 185,985 pairs from IEDB/IMGT. The task is: Regression. Given a peptide amino acid sequence and an MHC pseudo amino acid sequence, predict their binding affinity value. This is MHC class I binding data. (1) The peptide sequence is LVSSGNTLY. The MHC is HLA-A24:03 with pseudo-sequence HLA-A24:03. The binding affinity (normalized) is 0.213. (2) The peptide sequence is QWMNRLIAFA. The MHC is Patr-A0901 with pseudo-sequence Patr-A0901. The binding affinity (normalized) is 0.645. (3) The peptide sequence is VLQWASLAV. The MHC is HLA-B08:01 with pseudo-sequence HLA-B08:01. The binding affinity (normalized) is 0.187.